Dataset: Full USPTO retrosynthesis dataset with 1.9M reactions from patents (1976-2016). Task: Predict the reactants needed to synthesize the given product. (1) Given the product [ClH:17].[CH3:1][C:2]1[N:7]=[C:6]([S:8][CH2:9][C:10]2[S:14][CH:13]=[N:12][C:11]=2[CH3:15])[N:5]=[C:4]([OH:16])[CH:3]=1, predict the reactants needed to synthesize it. The reactants are: [CH3:1][C:2]1[N:7]=[C:6]([S:8][CH2:9][C:10]2[S:14][CH:13]=[N:12][C:11]=2[CH3:15])[N:5]=[C:4]([OH:16])[CH:3]=1.[ClH:17].O1CCOCC1. (2) Given the product [Cl:18][C:15]1[N:14]=[C:13]([NH:19][CH2:20][CH2:21][C:22]2[CH:23]=[CH:24][CH:25]=[CH:26][CH:27]=2)[C:12](=[O:28])[N:11]([CH2:10][C:9]([OH:29])=[O:8])[C:16]=1[CH3:17], predict the reactants needed to synthesize it. The reactants are: C([O:8][C:9](=[O:29])[CH2:10][N:11]1[C:16]([CH3:17])=[C:15]([Cl:18])[N:14]=[C:13]([NH:19][CH2:20][CH2:21][C:22]2[CH:27]=[CH:26][CH:25]=[CH:24][CH:23]=2)[C:12]1=[O:28])C1C=CC=CC=1.C1COCC1.CO.O[Li].O. (3) The reactants are: [C:1]([C:3]1([NH:6][C:7]([C@@H:9]2[CH2:13][C@@H:12]([S:14][C:15]3[CH:20]=[CH:19][CH:18]=[C:17]([C:21]([F:24])([F:23])[F:22])[CH:16]=3)[CH2:11][NH:10]2)=[O:8])[CH2:5][CH2:4]1)#[N:2].[CH2:25]([O:27][C:28]([N:30]1[CH2:35][CH2:34][CH:33]([N:36]2[CH2:39][CH2:38][CH:37]2[C:40]([O-])=[O:41])[CH2:32][CH2:31]1)=[O:29])[CH3:26].[Li+]. Given the product [C:1]([C:3]1([NH:6][C:7]([C@@H:9]2[CH2:13][C@@H:12]([S:14][C:15]3[CH:20]=[CH:19][CH:18]=[C:17]([C:21]([F:24])([F:22])[F:23])[CH:16]=3)[CH2:11][N:10]2[C:40]([CH:37]2[CH2:38][CH2:39][N:36]2[CH:33]2[CH2:32][CH2:31][N:30]([C:28]([O:27][CH2:25][CH3:26])=[O:29])[CH2:35][CH2:34]2)=[O:41])=[O:8])[CH2:4][CH2:5]1)#[N:2], predict the reactants needed to synthesize it. (4) Given the product [N:15]([CH:12]([C:3]1[N:4]=[C:5]2[S:11][CH:10]=[CH:9][N:6]2[C:7](=[O:8])[C:2]=1[Br:1])[CH3:13])=[N+:16]=[N-:17], predict the reactants needed to synthesize it. The reactants are: [Br:1][C:2]1[C:7](=[O:8])[N:6]2[CH:9]=[CH:10][S:11][C:5]2=[N:4][C:3]=1[CH:12](Br)[CH3:13].[N-:15]=[N+:16]=[N-:17].[Na+]. (5) The reactants are: Cl[C:2]1[N:7]=[C:6]([NH:8][C:9]2[CH:14]=[CH:13][C:12]([O:15][CH3:16])=[CH:11][CH:10]=2)[N:5]=[C:4]([NH:17][CH:18]2[NH:22][C:21](=[O:23])[N:20]([CH3:24])[C:19]2=[O:25])[N:3]=1.[CH3:26][O:27][C:28]1[CH:34]=[CH:33][C:31]([NH2:32])=[CH:30][CH:29]=1.C(=O)([O-])[O-].[K+].[K+]. Given the product [CH3:26][O:27][C:28]1[CH:34]=[CH:33][C:31]([NH:32][C:2]2[N:7]=[C:6]([NH:8][C:9]3[CH:14]=[CH:13][C:12]([O:15][CH3:16])=[CH:11][CH:10]=3)[N:5]=[C:4]([NH:17][CH:18]3[NH:22][C:21](=[O:23])[N:20]([CH3:24])[C:19]3=[O:25])[N:3]=2)=[CH:30][CH:29]=1, predict the reactants needed to synthesize it. (6) Given the product [NH2:10][C@@H:9]1[CH2:8][N:7]([CH2:18][C:19]2[C:28]3[C:23](=[CH:24][CH:25]=[CH:26][CH:27]=3)[CH:22]=[CH:21][CH:20]=2)[CH2:6][C@H:5]1[C:3]([OH:4])=[O:2], predict the reactants needed to synthesize it. The reactants are: C[O:2][C:3]([C@H:5]1[C@H:9]([NH:10]C(OC(C)(C)C)=O)[CH2:8][N:7]([CH2:18][C:19]2[C:28]3[C:23](=[CH:24][CH:25]=[CH:26][CH:27]=3)[CH:22]=[CH:21][CH:20]=2)[CH2:6]1)=[O:4]. (7) Given the product [C:27]([O:31][C:32](=[O:35])[CH2:33][CH:24]([C:25]#[N:26])[C:21]1[CH:22]=[CH:23][C:18]([F:17])=[CH:19][CH:20]=1)([CH3:30])([CH3:29])[CH3:28], predict the reactants needed to synthesize it. The reactants are: C([N-]C(C)C)(C)C.[Li+].C(C1C=CC=CC=1)C.[F:17][C:18]1[CH:23]=[CH:22][C:21]([CH2:24][C:25]#[N:26])=[CH:20][CH:19]=1.[C:27]([O:31][C:32](=[O:35])[CH2:33]Br)([CH3:30])([CH3:29])[CH3:28]. (8) Given the product [ClH:1].[ClH:30].[Cl:1][C:2]1[CH:7]=[CH:6][CH:5]=[CH:4][C:3]=1[S:8][C:9]1[C:14]([NH:15][C:16]2[S:17][CH:18]=[C:19]([CH3:21])[N:20]=2)=[N:13][CH:12]=[C:11]([S:22][CH2:23][CH2:24][CH2:25][N:34]([CH3:35])[CH3:33])[CH:10]=1, predict the reactants needed to synthesize it. The reactants are: [Cl:1][C:2]1[CH:7]=[CH:6][CH:5]=[CH:4][C:3]=1[S:8][C:9]1[CH:10]=[C:11]([S:22][CH2:23][CH2:24][C:25](OC)=O)[CH:12]=[N:13][C:14]=1[NH:15][C:16]1[S:17][CH:18]=[C:19]([CH3:21])[N:20]=1.Cl.[Cl:30]CC[CH2:33][N:34](C)[CH3:35]. (9) Given the product [OH:9][CH2:8][CH2:7][CH2:6][CH2:5][CH2:4][CH2:3][CH2:2][CH2:1][O:10][C:18]1[CH:19]=[CH:20][CH:21]=[C:14]([N+:11]([O-:13])=[O:12])[C:15]=1[C:16]#[N:17], predict the reactants needed to synthesize it. The reactants are: [CH2:1]([OH:10])[CH2:2][CH2:3][CH2:4][CH2:5][CH2:6][CH2:7][CH2:8][OH:9].[N+:11]([C:14]1[CH:21]=[CH:20][CH:19]=[C:18]([N+]([O-])=O)[C:15]=1[C:16]#[N:17])([O-:13])=[O:12].C1CCN2C(=NCCC2)CC1.